This data is from Forward reaction prediction with 1.9M reactions from USPTO patents (1976-2016). The task is: Predict the product of the given reaction. (1) The product is: [CH3:11][C:5]1[CH:4]=[N:3][C:2]2[N:22]3[CH2:23][C:18]([C:12]4[CH:17]=[CH:16][CH:15]=[CH:14][CH:13]=4)([C:25]4[CH:30]=[CH:29][CH:28]=[CH:27][CH:26]=4)[CH2:19][CH2:20][C:21]3=[N:8][C:7]=2[CH:6]=1. Given the reactants Cl[C:2]1[C:7]([N+:8]([O-])=O)=[CH:6][C:5]([CH3:11])=[CH:4][N:3]=1.[C:12]1([C:18]2([C:25]3[CH:30]=[CH:29][CH:28]=[CH:27][CH:26]=3)[CH2:23][NH:22][C:21](=O)[CH2:20][CH2:19]2)[CH:17]=[CH:16][CH:15]=[CH:14][CH:13]=1, predict the reaction product. (2) Given the reactants [NH:1]1[CH:5]=[CH:4][N:3]=[C:2]1[C:6]1[CH:7]=[CH:8][C:9]([CH3:22])=[C:10]([NH:12][C:13](=[O:21])[C:14]2[CH:19]=[CH:18][C:17]([OH:20])=[CH:16][CH:15]=2)[CH:11]=1.[CH3:23][O:24][C:25]1[CH:26]=[CH:27][C:28]([CH2:31]O)=[N:29][CH:30]=1.C1(P(C2C=CC=CC=2)C2C=CC=CC=2)C=CC=CC=1.N(/C(OC(C)C)=O)=N\C(OC(C)C)=O, predict the reaction product. The product is: [NH:1]1[CH:5]=[CH:4][N:3]=[C:2]1[C:6]1[CH:7]=[CH:8][C:9]([CH3:22])=[C:10]([NH:12][C:13](=[O:21])[C:14]2[CH:19]=[CH:18][C:17]([O:20][CH2:31][C:28]3[CH:27]=[CH:26][C:25]([O:24][CH3:23])=[CH:30][N:29]=3)=[CH:16][CH:15]=2)[CH:11]=1. (3) Given the reactants [Cl-].[CH3:2][N+:3]1([CH2:8][O:9][CH3:10])[CH2:7][CH2:6][CH2:5][CH2:4]1.[H+].[B-:12]([F:16])([F:15])([F:14])[F:13], predict the reaction product. The product is: [F:13][B-:12]([F:16])([F:15])[F:14].[CH3:2][N+:3]1([CH2:8][O:9][CH3:10])[CH2:7][CH2:6][CH2:5][CH2:4]1. (4) The product is: [CH2:1]([N:5]1[C:9]([CH:23]=[O:24])=[C:8]([Cl:11])[N:7]=[C:6]1[C:12]1[C:17]([CH3:18])=[CH:16][CH:15]=[CH:14][C:13]=1[CH3:19])[CH2:2][CH2:3][CH3:4]. Given the reactants [CH2:1]([N:5]1[C:9](Cl)=[C:8]([Cl:11])[N:7]=[C:6]1[C:12]1[C:17]([CH3:18])=[CH:16][CH:15]=[CH:14][C:13]=1[CH3:19])[CH2:2][CH2:3][CH3:4].CN([CH:23]=[O:24])C, predict the reaction product. (5) The product is: [NH2:15][CH:16]([C:21]([C:23]1[CH:24]=[CH:25][C:26]([O:29][CH3:30])=[CH:27][CH:28]=1)=[O:22])[C:17]([O:19][CH3:20])=[O:18]. Given the reactants Cl.CCOC(C)=O.C(OC([NH:15][CH:16]([C:21]([C:23]1[CH:28]=[CH:27][C:26]([O:29][CH3:30])=[CH:25][CH:24]=1)=[O:22])[C:17]([O:19][CH3:20])=[O:18])=O)(C)(C)C, predict the reaction product. (6) Given the reactants [NH2:1][C:2]1[C:7]([N+:8]([O-])=O)=[C:6]([C:11]2[S:12][CH:13]=[CH:14][CH:15]=2)[CH:5]=[C:4]([NH:16][C:17]([O:19][CH2:20][CH3:21])=[O:18])[N:3]=1.[BH4-].[Na+].[Cl-].[NH4+].C(Cl)Cl, predict the reaction product. The product is: [NH2:1][C:2]1[C:7]([NH2:8])=[C:6]([C:11]2[S:12][CH:13]=[CH:14][CH:15]=2)[CH:5]=[C:4]([NH:16][C:17]([O:19][CH2:20][CH3:21])=[O:18])[N:3]=1.